This data is from Forward reaction prediction with 1.9M reactions from USPTO patents (1976-2016). The task is: Predict the product of the given reaction. (1) Given the reactants C(O)(=O)C.[F:5][C:6]1[CH:11]=[CH:10][C:9]([CH:12]2[CH2:16][CH2:15][O:14][C:13]2=[O:17])=[CH:8][CH:7]=1.[NH2:18][NH2:19].N, predict the reaction product. The product is: [F:5][C:6]1[CH:11]=[CH:10][C:9]([CH:12]([CH2:16][CH2:15][OH:14])[C:13]([NH:18][NH2:19])=[O:17])=[CH:8][CH:7]=1. (2) Given the reactants Cl.[Cl:2][C:3]1[CH:4]=[C:5]2[C:9](=[CH:10][CH:11]=1)[NH:8][C:7]([C:12]1[CH:13]=[N:14][CH:15]=[CH:16][CH:17]=1)=[C:6]2[CH3:18].C[Si]([N-][Si](C)(C)C)(C)C.[K+].C1(C)C=CC=CC=1.[CH3:36][O:37][C:38](=[O:47])[C:39]1[CH:44]=[CH:43][C:42]([CH2:45]Br)=[CH:41][CH:40]=1, predict the reaction product. The product is: [CH3:36][O:37][C:38](=[O:47])[C:39]1[CH:44]=[CH:43][C:42]([CH2:45][N:8]2[C:9]3[C:5](=[CH:4][C:3]([Cl:2])=[CH:11][CH:10]=3)[C:6]([CH3:18])=[C:7]2[C:12]2[CH:13]=[N:14][CH:15]=[CH:16][CH:17]=2)=[CH:41][CH:40]=1. (3) Given the reactants [CH3:1][C:2]#[N:3].[Li]CCCC.[CH2:9]=[C:10]1[CH2:15][CH2:14][CH:13]([C:16](OCC)=[O:17])[CH2:12][CH2:11]1, predict the reaction product. The product is: [CH2:9]=[C:10]1[CH2:15][CH2:14][CH:13]([C:16](=[O:17])[CH2:1][C:2]#[N:3])[CH2:12][CH2:11]1. (4) The product is: [CH:19]([N:18]1[C:14]([C:12]2[N:13]=[C:6]3[C:5]4[CH:22]=[N:23][CH:2]=[CH:3][C:4]=4[O:10][CH2:9][CH2:8][N:7]3[CH:11]=2)=[N:15][CH:16]=[N:17]1)([CH3:21])[CH3:20]. Given the reactants Cl[C:2]1[N:23]=[CH:22][C:5]2[C:6]3[N:7]([CH:11]=[C:12]([C:14]4[N:18]([CH:19]([CH3:21])[CH3:20])[N:17]=[CH:16][N:15]=4)[N:13]=3)[CH2:8][CH2:9][O:10][C:4]=2[CH:3]=1.CO, predict the reaction product. (5) Given the reactants [CH2:1]([C:11]1[CH:30]=[CH:29][C:14]([C:15]([NH:17][C:18]2([CH2:23][C:24]([O:26][CH2:27][CH3:28])=[O:25])[CH2:22][CH2:21][NH:20][CH2:19]2)=[O:16])=[CH:13][CH:12]=1)[CH2:2][CH2:3][CH2:4][CH2:5][CH2:6][CH2:7][CH2:8][CH2:9][CH3:10].[CH2:31]=O, predict the reaction product. The product is: [CH2:1]([C:11]1[CH:30]=[CH:29][C:14]([C:15]([NH:17][C:18]2([CH2:23][C:24]([O:26][CH2:27][CH3:28])=[O:25])[CH2:22][CH2:21][N:20]([CH3:31])[CH2:19]2)=[O:16])=[CH:13][CH:12]=1)[CH2:2][CH2:3][CH2:4][CH2:5][CH2:6][CH2:7][CH2:8][CH2:9][CH3:10]. (6) Given the reactants [C:1]([CH2:4][CH2:5][N:6]([CH2:50][CH3:51])[CH2:7][CH2:8][NH:9][C:10]([C@:12]12[CH2:46][CH2:45][C@@H:44]([C:47]([CH3:49])=[CH2:48])[C@@H:13]1[C@@H:14]1[C@@:27]([CH3:30])([CH2:28][CH2:29]2)[C@@:26]2([CH3:31])[C@@H:17]([C@:18]3([CH3:43])[C@@H:23]([CH2:24][CH2:25]2)[C:22]([CH3:33])([CH3:32])[C:21]([C:34]2[CH:42]=[CH:41][C:37]([C:38]([OH:40])=[O:39])=[CH:36][CH:35]=2)=[CH:20][CH2:19]3)[CH2:16][CH2:15]1)=[O:11])([OH:3])=[O:2].I[CH2:53]CC, predict the reaction product. The product is: [C:1]([CH2:4][CH2:5][N:6]([CH2:50][CH2:51][CH3:53])[CH2:7][CH2:8][NH:9][C:10]([C@:12]12[CH2:46][CH2:45][C@@H:44]([C:47]([CH3:49])=[CH2:48])[C@@H:13]1[C@@H:14]1[C@@:27]([CH3:30])([CH2:28][CH2:29]2)[C@@:26]2([CH3:31])[C@@H:17]([C@:18]3([CH3:43])[C@@H:23]([CH2:24][CH2:25]2)[C:22]([CH3:33])([CH3:32])[C:21]([C:34]2[CH:42]=[CH:41][C:37]([C:38]([OH:40])=[O:39])=[CH:36][CH:35]=2)=[CH:20][CH2:19]3)[CH2:16][CH2:15]1)=[O:11])([OH:3])=[O:2]. (7) Given the reactants [F:1][C:2]1[CH:7]=[CH:6][C:5]([CH2:8][C:9]2[CH:18]=[C:17]3[C:12]([C:13]([OH:29])=[C:14]([C:24]([O:26]CC)=O)[C:15](=[O:23])[N:16]3[CH2:19][CH2:20][CH2:21][OH:22])=[N:11][CH:10]=2)=[CH:4][CH:3]=1.[CH3:30][NH2:31], predict the reaction product. The product is: [F:1][C:2]1[CH:7]=[CH:6][C:5]([CH2:8][C:9]2[CH:18]=[C:17]3[C:12]([C:13]([OH:29])=[C:14]([C:24]([NH:31][CH3:30])=[O:26])[C:15](=[O:23])[N:16]3[CH2:19][CH2:20][CH2:21][OH:22])=[N:11][CH:10]=2)=[CH:4][CH:3]=1. (8) Given the reactants [CH2:1]([O:8][C:9](=[O:18])[NH:10][C@H:11]1[CH2:16][CH2:15][C@H:14]([OH:17])[CH2:13][CH2:12]1)[C:2]1[CH:7]=[CH:6][CH:5]=[CH:4][CH:3]=1.[Si:19](Cl)([C:22]([CH3:25])([CH3:24])[CH3:23])([CH3:21])[CH3:20], predict the reaction product. The product is: [CH2:1]([O:8][C:9](=[O:18])[NH:10][C@H:11]1[CH2:16][CH2:15][C@H:14]([O:17][Si:19]([C:22]([CH3:25])([CH3:24])[CH3:23])([CH3:21])[CH3:20])[CH2:13][CH2:12]1)[C:2]1[CH:3]=[CH:4][CH:5]=[CH:6][CH:7]=1.